Dataset: Full USPTO retrosynthesis dataset with 1.9M reactions from patents (1976-2016). Task: Predict the reactants needed to synthesize the given product. (1) The reactants are: C([N:3](C(=O)C1C=CC(O)=CC=1)[C:4]1[CH:9]=[C:8]([O:10][CH3:11])[CH:7]=[CH:6][C:5]=1[CH:12]1[CH2:21][CH2:20][C:19]2[CH:18]=[C:17]([O:22]C(=O)C(C)(C)C)[CH:16]=[CH:15][C:14]=2[CH2:13]1)C.Cl[CH2:39][C:40]([N:42]([CH3:44])[CH3:43])=O. Given the product [CH3:43][N:42]([CH3:44])[CH2:40][CH2:39][O:10][C:8]1[CH:9]=[CH:4][C:5]([CH2:12][CH2:13][CH2:14][NH:3][C:4]2[CH:9]=[C:8]([O:10][CH3:11])[CH:7]=[CH:6][C:5]=2[CH:12]2[CH2:21][CH2:20][C:19]3[CH:18]=[C:17]([OH:22])[CH:16]=[CH:15][C:14]=3[CH2:13]2)=[CH:6][CH:7]=1, predict the reactants needed to synthesize it. (2) Given the product [Cl:11][C:12]1[CH:17]=[C:16]([N+:18]([O-:20])=[O:19])[CH:15]=[CH:14][C:13]=1[O:10][C:7]1[CH:8]=[C:9]2[C:4]([CH:3]=[N:2][NH:1]2)=[CH:5][CH:6]=1, predict the reactants needed to synthesize it. The reactants are: [NH:1]1[C:9]2[C:4](=[CH:5][CH:6]=[C:7]([OH:10])[CH:8]=2)[CH:3]=[N:2]1.[Cl:11][C:12]1[CH:17]=[C:16]([N+:18]([O-:20])=[O:19])[CH:15]=[CH:14][C:13]=1F.C(=O)([O-])[O-].[K+].[K+].CN(C)C=O. (3) Given the product [C:1]([C:5]1[C:6]([OH:21])=[CH:7][C:8]2[CH2:12][C:14]3([O:11][C:9]=2[CH:10]=1)[CH2:20][CH2:19][CH2:18][CH2:17][CH2:16][CH2:15]3)([CH3:4])([CH3:3])[CH3:2], predict the reactants needed to synthesize it. The reactants are: [C:1]([C:5]1[C:6]([OH:21])=[CH:7][C:8]([CH:12]([CH:14]2[CH2:20][CH2:19][CH2:18][CH2:17][CH2:16][CH2:15]2)O)=[C:9]([OH:11])[CH:10]=1)([CH3:4])([CH3:3])[CH3:2].O.C1(C)C=CC(S(O)(=O)=O)=CC=1.O. (4) Given the product [Cl:1][C:2]1[CH:3]=[C:4]2[C:8](=[CH:9][CH:10]=1)[NH:7][CH:6]=[C:5]2[CH2:11][CH2:12][NH:13][C:14](=[O:23])[C:15]1[CH:20]=[CH:19][CH:18]=[C:17]([CH2:21][N:24]2[CH2:29][CH2:28][NH:27][CH2:26][CH2:25]2)[CH:16]=1, predict the reactants needed to synthesize it. The reactants are: [Cl:1][C:2]1[CH:3]=[C:4]2[C:8](=[CH:9][CH:10]=1)[NH:7][CH:6]=[C:5]2[CH2:11][CH2:12][NH:13][C:14](=[O:23])[C:15]1[CH:20]=[CH:19][CH:18]=[C:17]([CH2:21]Cl)[CH:16]=1.[NH:24]1[CH2:29][CH2:28][NH:27][CH2:26][CH2:25]1. (5) Given the product [NH:20]1[C:21]2[C:26](=[CH:25][CH:24]=[CH:23][CH:22]=2)[C:18]([C:16]2[NH:15][C:12]3[C:11]([N:17]=2)=[CH:10][C:9]2[C:8]([CH3:27])([CH3:28])[C:7](=[O:29])[N:6]([CH2:5][C:4]([OH:30])=[O:3])[C:14]=2[CH:13]=3)=[N:19]1, predict the reactants needed to synthesize it. The reactants are: C([O:3][C:4](=[O:30])[CH2:5][N:6]1[C:14]2[CH:13]=[C:12]3[NH:15][C:16]([C:18]4[C:26]5[C:21](=[CH:22][CH:23]=[CH:24][CH:25]=5)[NH:20][N:19]=4)=[N:17][C:11]3=[CH:10][C:9]=2[C:8]([CH3:28])([CH3:27])[C:7]1=[O:29])C.[OH-].[Li+].O. (6) Given the product [CH2:15]([NH:1][C:2]1[CH:3]=[C:4]2[C:9](=[CH:10][CH:11]=1)[CH:8]=[C:7]([C:12]([O:14][CH2:5][C:4]1[CH:9]=[CH:10][CH:11]=[CH:2][CH:3]=1)=[O:13])[CH:6]=[CH:5]2)[C:16]1[CH:21]=[CH:20][CH:19]=[CH:18][CH:17]=1, predict the reactants needed to synthesize it. The reactants are: [NH2:1][C:2]1[CH:3]=[C:4]2[C:9](=[CH:10][CH:11]=1)[CH:8]=[C:7]([C:12]([OH:14])=[O:13])[CH:6]=[CH:5]2.[CH2:15](Br)[C:16]1[CH:21]=[CH:20][CH:19]=[CH:18][CH:17]=1.C(=O)([O-])[O-].[K+].[K+].[I-].[Na+]. (7) Given the product [O:37]=[C:36]1[CH2:35][CH2:34][CH2:33][N:1]1[CH2:2][C:3]1[CH:4]=[C:5]([C:9]2[CH:10]=[C:11]3[C:15](=[CH:16][CH:17]=2)[CH2:14][CH:13]([NH:18][S:19]([CH:22]([CH3:24])[CH3:23])(=[O:21])=[O:20])[CH2:12]3)[CH:6]=[CH:7][CH:8]=1, predict the reactants needed to synthesize it. The reactants are: [NH2:1][CH2:2][C:3]1[CH:4]=[C:5]([C:9]2[CH:10]=[C:11]3[C:15](=[CH:16][CH:17]=2)[CH2:14][CH:13]([NH:18][S:19]([CH:22]([CH3:24])[CH3:23])(=[O:21])=[O:20])[CH2:12]3)[CH:6]=[CH:7][CH:8]=1.C(N(CC)CC)C.Cl[CH2:33][CH2:34][CH2:35][C:36](Cl)=[O:37].C(=O)([O-])[O-].[K+].[K+].